From a dataset of Reaction yield outcomes from USPTO patents with 853,638 reactions. Predict the reaction yield, written as a fraction of the theoretical maximum amount of product (1.0 means a 100% yield; for example, 0.34 means a 34% yield). (1) The reactants are [O:1]=[S:2]1(=[O:30])[C:8]2[CH:9]=[C:10]([O:14]C)[C:11](Br)=[CH:12][C:7]=2[N:6]([C:16]2[CH:21]=[CH:20][CH:19]=[CH:18][CH:17]=2)[CH2:5][C:4]([CH2:26][CH2:27][CH2:28][CH3:29])([CH2:22][CH2:23][CH2:24][CH3:25])[CH2:3]1.[CH3:31][S-:32].[Na+].[BH4-].[Na+].Cl[O-].[Na+]. The catalyst is CCOC(C)=O.O.C(O)(=O)C. The product is [O:30]=[S:2]1(=[O:1])[C:8]2[CH:9]=[C:10]([OH:14])[C:11]([S:32][CH3:31])=[CH:12][C:7]=2[N:6]([C:16]2[CH:21]=[CH:20][CH:19]=[CH:18][CH:17]=2)[CH2:5][C:4]([CH2:22][CH2:23][CH2:24][CH3:25])([CH2:26][CH2:27][CH2:28][CH3:29])[CH2:3]1. The yield is 0.930. (2) The reactants are [CH3:1][CH:2]([CH3:8])[C:3](=O)[CH2:4][C:5]#[N:6].Cl.[CH3:10][O:11][C:12]1[CH:17]=[CH:16][C:15]([NH:18][NH2:19])=[CH:14][CH:13]=1. The catalyst is CCO. The product is [CH:2]([C:3]1[CH:4]=[C:5]([NH2:6])[N:18]([C:15]2[CH:16]=[CH:17][C:12]([O:11][CH3:10])=[CH:13][CH:14]=2)[N:19]=1)([CH3:8])[CH3:1]. The yield is 0.480. (3) The reactants are [CH2:1]([O:8][C:9]1[CH:14]=[CH:13][C:12]([OH:15])=[C:11]([C:16]2[NH:20][CH:19]=[N:18][CH:17]=2)[CH:10]=1)[C:2]1[CH:7]=[CH:6][CH:5]=[CH:4][CH:3]=1.C(N(CC)CC)C.Cl[C:29]([C:42]1[CH:47]=[CH:46][CH:45]=[CH:44][CH:43]=1)([C:36]1[CH:41]=[CH:40][CH:39]=[CH:38][CH:37]=1)[C:30]1[CH:35]=[CH:34][CH:33]=[CH:32][CH:31]=1. The catalyst is CN(C=O)C.O. The product is [CH2:1]([O:8][C:9]1[CH:14]=[CH:13][C:12]([OH:15])=[C:11]([C:16]2[N:20]=[CH:19][N:18]([C:29]([C:30]3[CH:35]=[CH:34][CH:33]=[CH:32][CH:31]=3)([C:42]3[CH:43]=[CH:44][CH:45]=[CH:46][CH:47]=3)[C:36]3[CH:37]=[CH:38][CH:39]=[CH:40][CH:41]=3)[CH:17]=2)[CH:10]=1)[C:2]1[CH:3]=[CH:4][CH:5]=[CH:6][CH:7]=1. The yield is 0.470. (4) The yield is 0.980. The catalyst is C(O)C.[OH-].[OH-].[Pd+2]. The product is [F:1][C:2]1[CH:7]=[CH:6][CH:5]=[CH:4][C:3]=1[C@@H:8]([N:20]1[CH2:25][CH2:24][CH2:23][CH2:22][CH2:21]1)[C:9]([OH:11])=[O:10]. The reactants are [F:1][C:2]1[CH:7]=[CH:6][CH:5]=[CH:4][C:3]=1[C@@H:8]([N:20]1[CH2:25][CH2:24][CH2:23][CH2:22][CH2:21]1)[C:9]([O:11][C@H](C1C=CC=CC=1)C)=[O:10]. (5) The reactants are [Cl:1][C:2]1[CH:22]=[CH:21][C:5]([CH2:6][N:7]2[C:15](=[O:16])[C:14]3[N:13]([CH3:17])[C:12]([CH2:18][CH3:19])=[N:11][C:10]=3[NH:9][C:8]2=O)=[CH:4][CH:3]=1.[C:23](=[O:26])([O-])[O-].[Cs+].[Cs+]. No catalyst specified. The product is [Cl:1][C:2]1[CH:22]=[CH:21][C:5]([CH2:6][N:7]2[C:15](=[O:16])[C:14]3[N:13]([CH3:17])[C:12]([CH2:18][CH3:19])=[N:11][C:10]=3[N:9]([CH2:8][C:5]3[CH:21]=[CH:22][C:2]([Cl:1])=[CH:3][CH:4]=3)[C:23]2=[O:26])=[CH:4][CH:3]=1. The yield is 0.216. (6) The product is [Cl:1][C:2]1[C:7]([F:8])=[CH:6][C:5]([CH2:9][Br:10])=[CH:4][N:3]=1. The catalyst is C(Cl)(Cl)(Cl)Cl. The yield is 0.480. The reactants are [Cl:1][C:2]1[C:7]([F:8])=[CH:6][C:5]([CH3:9])=[CH:4][N:3]=1.[Br:10]N1C(=O)CCC1=O. (7) The reactants are [C:1]([O:5][C:6]([N:8]1[CH2:12][C@@H:11]([S:13]C(=O)C)[CH2:10][C@@H:9]1[CH2:17][O:18][CH2:19][C:20]1[CH:25]=[C:24]([F:26])[C:23]([F:27])=[CH:22][C:21]=1[F:28])=[O:7])([CH3:4])([CH3:3])[CH3:2].[Li+].[OH-]. The catalyst is CCO. The product is [C:1]([O:5][C:6]([N:8]1[CH2:12][C@H:11]([SH:13])[CH2:10][C@H:9]1[CH2:17][O:18][CH2:19][C:20]1[CH:25]=[C:24]([F:26])[C:23]([F:27])=[CH:22][C:21]=1[F:28])=[O:7])([CH3:4])([CH3:2])[CH3:3]. The yield is 0.970.